Dataset: Forward reaction prediction with 1.9M reactions from USPTO patents (1976-2016). Task: Predict the product of the given reaction. (1) Given the reactants [CH3:1][O:2][C:3]1[CH:8]=[C:7]([C:9]([F:12])([F:11])[F:10])[CH:6]=[CH:5][C:4]=1B(O)O.Cl[C:17]1[C:26]2[C:21](=[CH:22][C:23]([S:29]([N:32](CC3C=CC(OC)=CC=3)[C:33]3[S:34][CH:35]=[CH:36][N:37]=3)(=[O:31])=[O:30])=[C:24]([O:27][CH3:28])[CH:25]=2)[N:20]=[CH:19][CH:18]=1.[O-]P([O-])([O-])=O.[K+].[K+].[K+].O1CCOCC1, predict the reaction product. The product is: [CH3:28][O:27][C:24]1[CH:25]=[C:26]2[C:21](=[CH:22][C:23]=1[S:29]([NH:32][C:33]1[S:34][CH:35]=[CH:36][N:37]=1)(=[O:31])=[O:30])[N:20]=[CH:19][CH:18]=[C:17]2[C:4]1[CH:5]=[CH:6][C:7]([C:9]([F:12])([F:11])[F:10])=[CH:8][C:3]=1[O:2][CH3:1]. (2) Given the reactants Cl[C:2]1[N:7]=[C:6]([NH:8][N:9]2[CH:13]=[CH:12][CH:11]=[CH:10]2)[C:5]([F:14])=[CH:4][N:3]=1.[CH2:15]1[CH2:25][O:24][C:23]2[CH:22]=[CH:21][C:19]([NH2:20])=[CH:18][C:17]=2[O:16]1, predict the reaction product. The product is: [CH2:15]1[CH2:25][O:24][C:23]2[CH:22]=[CH:21][C:19]([NH:20][C:2]3[N:7]=[C:6]([NH:8][N:9]4[CH:13]=[CH:12][CH:11]=[CH:10]4)[C:5]([F:14])=[CH:4][N:3]=3)=[CH:18][C:17]=2[O:16]1. (3) Given the reactants [C:1]([C:5]1[CH:10]=[CH:9][C:8]([C:11]2[C:20]3[CH2:19][CH2:18][CH2:17][CH2:16][C:15]=3[CH:14]=[C:13]3[CH:21]=[C:22]([CH3:24])[CH2:23][C:12]=23)=[CH:7][CH:6]=1)([CH3:4])([CH3:3])[CH3:2].[Li]CCCC.C([Cu])#N.Cl[Si:34]([CH:37]1[C:45]2[C:40](=[C:41]([C:46]3[CH:51]=[CH:50][C:49]([C:52]([CH3:55])([CH3:54])[CH3:53])=[CH:48][CH:47]=3)[CH:42]=[CH:43][CH:44]=2)[CH:39]=[C:38]1[CH:56]([CH3:58])[CH3:57])([CH3:36])[CH3:35], predict the reaction product. The product is: [C:52]([C:49]1[CH:50]=[CH:51][C:46]([C:41]2[CH:42]=[CH:43][CH:44]=[C:45]3[C:40]=2[CH:39]=[C:38]([CH:56]([CH3:58])[CH3:57])[CH:37]3[Si:34]([CH:21]2[C:13]3=[CH:14][C:15]4[CH2:16][CH2:17][CH2:18][CH2:19][C:20]=4[C:11]([C:8]4[CH:7]=[CH:6][C:5]([C:1]([CH3:4])([CH3:2])[CH3:3])=[CH:10][CH:9]=4)=[C:12]3[CH:23]=[C:22]2[CH3:24])([CH3:36])[CH3:35])=[CH:47][CH:48]=1)([CH3:55])([CH3:54])[CH3:53]. (4) The product is: [Br:18][C:15]1[S:14][C:13]([O:1][C:2]2[CH:7]=[CH:6][C:5]([S:8]([OH:11])(=[O:9])=[O:10])=[CH:4][CH:3]=2)=[N:17][CH:16]=1. Given the reactants [OH:1][C:2]1[CH:7]=[CH:6][C:5]([S:8]([OH:11])(=[O:10])=[O:9])=[CH:4][CH:3]=1.Br[C:13]1[S:14][C:15]([Br:18])=[CH:16][N:17]=1.C(=O)([O-])[O-].[K+].[K+], predict the reaction product. (5) Given the reactants [Cl:1][C:2]1[CH:33]=[CH:32][C:5]2[NH:6][C:7]([CH:9]([NH:15][C:16](=[O:31])[C:17]3[CH:22]=[CH:21][C:20]([C:23]([N:25]4[CH2:29][CH2:28][CH2:27][CH2:26]4)=[O:24])=[C:19]([CH3:30])[CH:18]=3)[CH2:10][CH2:11][C:12](O)=[O:13])=[N:8][C:4]=2[CH:3]=1.CN(C(O[N:42]1N=NC2C=[CH:46][CH:47]=[CH:48][C:43]1=2)=[N+](C)C)C.[B-](F)(F)(F)F.C(N(C(C)C)CC)(C)C.N1CCCC1.ClCl, predict the reaction product. The product is: [Cl:1][C:2]1[CH:33]=[CH:32][C:5]2[NH:6][C:7]([CH:9]([NH:15][C:16](=[O:31])[C:17]3[CH:22]=[CH:21][C:20]([C:23]([N:25]4[CH2:29][CH2:28][CH2:27][CH2:26]4)=[O:24])=[C:19]([CH3:30])[CH:18]=3)[CH2:10][CH2:11][C:12]([N:42]3[CH2:43][CH2:48][CH2:47][CH2:46]3)=[O:13])=[N:8][C:4]=2[CH:3]=1. (6) The product is: [NH2:24][C@H:22]([C:21]1[N:20]=[C:19]2[CH:25]=[CH:26][N:27]([CH3:28])[C:18]2=[CH:17][C:16]=1[N:6]1[CH2:5][CH2:4][N:3]([C:8]([O:10][C:11]([CH3:13])([CH3:12])[CH3:14])=[O:9])[C@H:2]([CH3:1])[CH2:7]1)[CH3:23]. Given the reactants [CH3:1][C@@H:2]1[CH2:7][NH:6][CH2:5][CH2:4][N:3]1[C:8]([O:10][C:11]([CH3:14])([CH3:13])[CH3:12])=[O:9].Br[C:16]1[CH:17]=[C:18]2[N:27]([CH3:28])[CH:26]=[CH:25][C:19]2=[N:20][C:21]=1[C@@H:22]([NH2:24])[CH3:23].CC([O-])(C)C.[K+].C([O-])(O)=O.[Na+].C([O-])([O-])=O.[K+].[K+], predict the reaction product. (7) Given the reactants [NH:1]([C:3]1[N:8]([CH3:9])[C:7](=[O:10])[N:6]([CH3:11])[C:5](=[O:12])[CH:4]=1)[NH2:2].[C:13](OC(=O)C)(=[O:15])[CH3:14].Cl.N1C=CC=[CH:23][CH:22]=1, predict the reaction product. The product is: [C:13]([N:1]1[C:3]2[N:8]([CH3:9])[C:7](=[O:10])[N:6]([CH3:11])[C:5](=[O:12])[C:4]=2[C:22]([CH3:23])=[N:2]1)(=[O:15])[CH3:14]. (8) Given the reactants [Cl:1][C:2]1[CH:3]=[C:4]([CH2:15][CH:16]([NH2:20])[CH:17]([CH3:19])[CH3:18])[CH:5]=[C:6]([O:9][CH2:10][CH2:11][CH2:12][O:13][CH3:14])[C:7]=1[F:8].[CH:21](O)=[O:22], predict the reaction product. The product is: [Cl:1][C:2]1[CH:3]=[C:4]([CH2:15][CH:16]([NH:20][CH:21]=[O:22])[CH:17]([CH3:18])[CH3:19])[CH:5]=[C:6]([O:9][CH2:10][CH2:11][CH2:12][O:13][CH3:14])[C:7]=1[F:8].